From a dataset of Full USPTO retrosynthesis dataset with 1.9M reactions from patents (1976-2016). Predict the reactants needed to synthesize the given product. (1) Given the product [NH2:1][C:2]1([CH2:8][OH:9])[CH2:7][CH2:6][CH2:5][CH2:4][CH2:3]1, predict the reactants needed to synthesize it. The reactants are: [NH2:1][C:2]1([C:8](O)=[O:9])[CH2:7][CH2:6][CH2:5][CH2:4][CH2:3]1.C(OC(N)=O)C1C=CC=CC=1.C(OC(NC1(C(O)=O)CCCCC1)=O)C1C=CC=CC=1.C(OC(NC1(CO)CCCCC1)=O)C1C=CC=CC=1. (2) Given the product [CH3:1][O:2][C:3]([C:5]1[CH:9]=[C:8]([C:15]2[CH:16]=[CH:17][CH:18]=[C:19]([N+:20]([O-:22])=[O:21])[C:14]=2[O:13][CH3:12])[O:7][C:6]=1[CH3:11])=[O:4], predict the reactants needed to synthesize it. The reactants are: [CH3:1][O:2][C:3]([C:5]1[CH:9]=[C:8](Br)[O:7][C:6]=1[CH3:11])=[O:4].[CH3:12][O:13][C:14]1[C:19]([N+:20]([O-:22])=[O:21])=[CH:18][CH:17]=[CH:16][C:15]=1B1OC(C)(C)C(C)(C)O1.C(=O)([O-])[O-].[Na+].[Na+]. (3) Given the product [C:21]([C:5]1[C:6]([C:8]2[CH:13]=[CH:12][C:11]([O:14][C:15]3[CH:20]=[CH:19][CH:18]=[CH:17][CH:16]=3)=[CH:10][CH:9]=2)=[N:7][C:2]([C:38]2[CH2:39][CH2:40][N:37]([C:35]([O:34][C:30]([CH3:31])([CH3:32])[CH3:33])=[O:36])[CH2:65][CH:64]=2)=[N:3][CH:4]=1)(=[O:22])[NH2:23], predict the reactants needed to synthesize it. The reactants are: Cl[C:2]1[N:7]=[C:6]([C:8]2[CH:13]=[CH:12][C:11]([O:14][C:15]3[CH:20]=[CH:19][CH:18]=[CH:17][CH:16]=3)=[CH:10][CH:9]=2)[C:5]([C:21]([NH2:23])=[O:22])=[CH:4][N:3]=1.C([O-])([O-])=O.[K+].[K+].[C:30]([O:34][C:35]([N:37]1[CH2:40][CH:39](N2C=C(C(O)=O)C(C3C=CC(OC4C=CC=CC=4)=CC=3)=N2)[CH2:38]1)=[O:36])([CH3:33])([CH3:32])[CH3:31].CO[CH2:64][CH2:65]OC. (4) Given the product [C:8]([O:12][C:13]([NH:15][CH2:16][CH2:17][N:18]([CH2:19][C:20]1[CH:25]=[CH:24][C:23]([O:26][CH3:27])=[CH:22][CH:21]=1)[CH2:6][CH:3]1[CH2:4][CH2:5][O:1][CH2:2]1)=[O:14])([CH3:11])([CH3:10])[CH3:9], predict the reactants needed to synthesize it. The reactants are: [O:1]1[CH2:5][CH2:4][CH:3]([CH:6]=O)[CH2:2]1.[C:8]([O:12][C:13]([NH:15][CH2:16][CH2:17][NH:18][CH2:19][C:20]1[CH:25]=[CH:24][C:23]([O:26][CH3:27])=[CH:22][CH:21]=1)=[O:14])([CH3:11])([CH3:10])[CH3:9].C(O[BH-](OC(=O)C)OC(=O)C)(=O)C.[Na+].S([O-])([O-])(=O)=O.[Mg+2]. (5) The reactants are: [CH2:1]([C:3]1[CH:8]=[CH:7][CH:6]=[CH:5][C:4]=1[C:9]1[CH:14]=[CH:13][C:12]([C:15](O)=O)=[CH:11][C:10]=1[CH2:18][O:19][CH3:20])[CH3:2].[NH2:21][C:22](=[N:41][OH:42])[C:23]1[CH:32]=[C:31]2[C:26]([CH2:27][CH2:28][N:29]([CH2:33][C:34]([O:36][C:37]([CH3:40])([CH3:39])[CH3:38])=[O:35])[CH2:30]2)=[CH:25][CH:24]=1. Given the product [CH2:1]([C:3]1[CH:8]=[CH:7][CH:6]=[CH:5][C:4]=1[C:9]1[CH:14]=[CH:13][C:12]([C:15]2[O:42][N:41]=[C:22]([C:23]3[CH:32]=[C:31]4[C:26]([CH2:27][CH2:28][N:29]([CH2:33][C:34]([O:36][C:37]([CH3:38])([CH3:39])[CH3:40])=[O:35])[CH2:30]4)=[CH:25][CH:24]=3)[N:21]=2)=[CH:11][C:10]=1[CH2:18][O:19][CH3:20])[CH3:2], predict the reactants needed to synthesize it. (6) Given the product [Cl:2][C:3]1[N:4]=[N:5][C:6]([O:11][CH3:10])=[CH:7][CH:8]=1, predict the reactants needed to synthesize it. The reactants are: [Na].[Cl:2][C:3]1[N:4]=[N:5][C:6](Cl)=[CH:7][CH:8]=1.[CH3:10][OH:11].